This data is from Reaction yield outcomes from USPTO patents with 853,638 reactions. The task is: Predict the reaction yield, written as a fraction of the theoretical maximum amount of product (1.0 means a 100% yield; for example, 0.34 means a 34% yield). (1) The catalyst is CS(C)=O. The product is [CH3:13][O:12][C:5]1[C:6]2[O:10][CH2:9][O:8][C:7]=2[CH:11]=[C:3]([CH2:2][C:14]#[N:15])[CH:4]=1. The reactants are Cl[CH2:2][C:3]1[CH:4]=[C:5]([O:12][CH3:13])[C:6]2[O:10][CH2:9][O:8][C:7]=2[CH:11]=1.[C-:14]#[N:15].[Na+].O. The yield is 0.450. (2) The reactants are [NH2:1][C@H:2]1[CH2:6][CH2:5][N:4]([C:7]2[C:20]([Cl:21])=[CH:19][CH:18]=[CH:17][C:8]=2/[CH:9]=[C:10]2/[C:11](=[O:16])[NH:12][C:13](=[O:15])[S:14]/2)[CH2:3]1.[CH3:22][N:23]1[CH:27]=[CH:26][N:25]=[C:24]1[C:28](O)=[O:29].CN(C(ON1N=NC2C=CC=NC1=2)=[N+](C)C)C.F[P-](F)(F)(F)(F)F.CCN(C(C)C)C(C)C. The catalyst is ClCCl. The product is [Cl:21][C:20]1[CH:19]=[CH:18][CH:17]=[C:8](/[CH:9]=[C:10]2/[C:11](=[O:16])[NH:12][C:13](=[O:15])[S:14]/2)[C:7]=1[N:4]1[CH2:5][CH2:6][C@H:2]([NH:1][C:28]([C:24]2[N:23]([CH3:22])[CH:27]=[CH:26][N:25]=2)=[O:29])[CH2:3]1. The yield is 0.210. (3) The reactants are [NH2:1][C:2]1[CH:12]=[CH:11][C:10]([Br:13])=[C:4]2[C:5]([NH:7][C:8](=[O:9])[C:3]=12)=[O:6].[H-].C([Al+]CC(C)C)C(C)C.O. The catalyst is C1COCC1. The product is [NH2:1][C:2]1[CH:12]=[CH:11][C:10]([Br:13])=[C:4]2[C:3]=1[C:8](=[O:9])[NH:7][CH:5]2[OH:6]. The yield is 0.720. (4) The reactants are [NH2:1][C:2]1[CH:14]=[C:13]2[C:5]([C:6]3[C:7]([C:18]4[CH:23]=[CH:22][CH:21]=[CH:20][C:19]=4[F:24])=[CH:8][CH:9]=[C:10]([C:15]([NH2:17])=[O:16])[C:11]=3[NH:12]2)=[CH:4][CH:3]=1.[CH:25]([S:27]([CH:30]=[CH2:31])(=[O:29])=[O:28])=[CH2:26]. The catalyst is CC(O)C. The product is [F:24][C:19]1[CH:20]=[CH:21][CH:22]=[CH:23][C:18]=1[C:7]1[C:6]2[C:5]3[C:13](=[CH:14][C:2]([N:1]4[CH2:31][CH2:30][S:27](=[O:29])(=[O:28])[CH2:25][CH2:26]4)=[CH:3][CH:4]=3)[NH:12][C:11]=2[C:10]([C:15]([NH2:17])=[O:16])=[CH:9][CH:8]=1. The yield is 0.280. (5) The product is [Br:1][C:2]1[CH:11]=[CH:10][C:5]2[N:6]=[C:7]([CH3:9])[N:8]([C:12]([O:14][C:15]([CH3:18])([CH3:17])[CH3:16])=[O:13])[C:4]=2[CH:3]=1. The yield is 0.480. The catalyst is C1COCC1. The reactants are [Br:1][C:2]1[CH:11]=[CH:10][C:5]2[N:6]=[C:7]([CH3:9])[NH:8][C:4]=2[CH:3]=1.[C:12](O[C:12]([O:14][C:15]([CH3:18])([CH3:17])[CH3:16])=[O:13])([O:14][C:15]([CH3:18])([CH3:17])[CH3:16])=[O:13]. (6) The reactants are [C:1]([O:5][C:6]([NH:8][C@H:9]([C:17]([NH2:19])=O)[CH2:10][C:11]1[CH:16]=[CH:15][CH:14]=[CH:13][CH:12]=1)=[O:7])([CH3:4])([CH3:3])[CH3:2].COC1C=CC(P2(=S)SP(C3C=CC(OC)=CC=3)(=S)[S:29]2)=CC=1. The catalyst is O1CCCC1. The product is [NH2:19][C:17](=[S:29])[C@@H:9]([NH:8][C:6](=[O:7])[O:5][C:1]([CH3:4])([CH3:3])[CH3:2])[CH2:10][C:11]1[CH:16]=[CH:15][CH:14]=[CH:13][CH:12]=1. The yield is 0.770. (7) The reactants are [CH3:1][S:2]([C:5]1[N:10]=[CH:9][C:8]([NH:11][C:12]2[C:17]([C:18](=[O:20])[CH3:19])=[C:16]([O:21][CH:22]3[CH2:27][CH2:26][NH:25][CH2:24][CH2:23]3)[N:15]=[CH:14][N:13]=2)=[CH:7][CH:6]=1)(=[O:4])=[O:3].[CH2:28]([O:32][C:33](Cl)=[O:34])[CH:29]([CH3:31])[CH3:30].C(N(CC)CC)C. The catalyst is CN(C=O)C. The product is [CH2:28]([O:32][C:33]([N:25]1[CH2:26][CH2:27][CH:22]([O:21][C:16]2[C:17]([C:18](=[O:20])[CH3:19])=[C:12]([NH:11][C:8]3[CH:9]=[N:10][C:5]([S:2]([CH3:1])(=[O:3])=[O:4])=[CH:6][CH:7]=3)[N:13]=[CH:14][N:15]=2)[CH2:23][CH2:24]1)=[O:34])[CH:29]([CH3:31])[CH3:30]. The yield is 0.650. (8) The catalyst is CN(C=O)C.O. The yield is 0.990. The reactants are [C:1]1([C:7]2[N:11]=[C:10]([CH2:12][CH2:13][CH2:14][C:15]([OH:17])=O)[O:9][N:8]=2)[CH:6]=[CH:5][CH:4]=[CH:3][CH:2]=1.[CH2:18]([N:23]1[C:31]2[N:30]=[CH:29][NH:28][C:27]=2[C:26](=[O:32])[NH:25]/[C:24]/1=[N:33]\[NH2:34])[CH2:19][CH2:20][CH2:21][CH3:22].F[P-](F)(F)(F)(F)F.N1(O[P+](N(C)C)(N(C)C)N(C)C)C2C=CC=CC=2N=N1.C(N(CC)CC)C. The product is [O:32]=[C:26]1[NH:25]/[C:24](=[N:33]\[NH:34][C:15](=[O:17])[CH2:14][CH2:13][CH2:12][C:10]2[O:9][N:8]=[C:7]([C:1]3[CH:2]=[CH:3][CH:4]=[CH:5][CH:6]=3)[N:11]=2)/[N:23]([CH2:18][CH2:19][CH2:20][CH2:21][CH3:22])[C:31]2[N:30]=[CH:29][NH:28][C:27]1=2. (9) The reactants are CO[C:3]1[CH:4]=[C:5]([C:11]2[N:12]=[C:13]3[CH:21]=[CH:20][C:19]([C:22]4[CH2:27][CH2:26][N:25]([C:28]([O:30][C:31]([CH3:34])([CH3:33])[CH3:32])=[O:29])[CH2:24][CH:23]=4)=[CH:18][N:14]3[C:15](=[O:17])[CH:16]=2)[CH:6]=[CH:7][C:8]=1OC.[CH3:35][N:36]1C2C(=CC(B3OC(C)(C)C(C)(C)O3)=CC=2)[CH:38]=[N:37]1.C(=O)([O-])[O-].[K+].[K+]. The catalyst is C1C=CC(P(C2C=CC=CC=2)[C-]2C=CC=C2)=CC=1.C1C=CC(P(C2C=CC=CC=2)[C-]2C=CC=C2)=CC=1.Cl[Pd]Cl.[Fe+2].CC#N. The product is [CH3:38][N:37]1[C:8]2[C:3](=[CH:4][C:5]([C:11]3[N:12]=[C:13]4[CH:21]=[CH:20][C:19]([C:22]5[CH2:27][CH2:26][N:25]([C:28]([O:30][C:31]([CH3:32])([CH3:33])[CH3:34])=[O:29])[CH2:24][CH:23]=5)=[CH:18][N:14]4[C:15](=[O:17])[CH:16]=3)=[CH:6][CH:7]=2)[CH:35]=[N:36]1. The yield is 0.650. (10) The reactants are [F:1][C:2]1[CH:3]=[C:4]([C:8]2[O:9][CH:10]=[C:11]([CH2:13][CH2:14][NH2:15])[N:12]=2)[CH:5]=[CH:6][CH:7]=1.[F:16][C:17]([F:33])([F:32])[C:18]1[O:22][N:21]=[C:20]([C:23]2[CH:24]=[N:25][CH:26]=[C:27]([CH:31]=2)[C:28](O)=[O:29])[N:19]=1. No catalyst specified. The product is [F:1][C:2]1[CH:3]=[C:4]([C:8]2[O:9][CH:10]=[C:11]([CH2:13][CH2:14][NH:15][C:28](=[O:29])[C:27]3[CH:31]=[C:23]([C:20]4[N:19]=[C:18]([C:17]([F:33])([F:32])[F:16])[O:22][N:21]=4)[CH:24]=[N:25][CH:26]=3)[N:12]=2)[CH:5]=[CH:6][CH:7]=1. The yield is 0.0900.